Task: Predict the product of the given reaction.. Dataset: Forward reaction prediction with 1.9M reactions from USPTO patents (1976-2016) (1) Given the reactants [Br:1][C:2]1[CH:3]=[C:4]([NH:10][C@@H:11]2[CH2:16][CH2:15][CH2:14][CH2:13][C@@H:12]2[NH:17]C(=O)OCCCC)[CH:5]=[N:6][C:7]=1[C:8]#[N:9].[C:25]([OH:31])([C:27]([F:30])([F:29])[F:28])=[O:26], predict the reaction product. The product is: [OH:31][C:25]([C:27]([F:30])([F:29])[F:28])=[O:26].[NH2:17][C@H:12]1[CH2:13][CH2:14][CH2:15][CH2:16][C@H:11]1[NH:10][C:4]1[CH:3]=[C:2]([Br:1])[C:7]([C:8]#[N:9])=[N:6][CH:5]=1. (2) Given the reactants [CH3:1][Si:2]([CH3:9])([CH3:8])[CH2:3][CH2:4][O:5][CH2:6]Cl.[N:10]1[C:14]2[CH:15]=[CH:16][CH:17]=[CH:18][C:13]=2[NH:12][CH:11]=1.CCN(C(C)C)C(C)C.CN([CH:31]=[O:32])C, predict the reaction product. The product is: [CH3:1][Si:2]([CH3:9])([CH3:8])[CH2:3][CH2:4][O:5][CH2:6][N:10]1[C:14]2[CH:15]=[CH:16][CH:17]=[CH:18][C:13]=2[N:12]=[C:11]1[CH:31]=[O:32]. (3) Given the reactants Cl[C:2]1[CH:30]=[CH:29][C:5]([C:6]([NH:8][CH2:9][C:10]2[C:19](=[O:20])[C:18]3[C:13](=[CH:14][C:15]([F:21])=[CH:16][CH:17]=3)[N:12]([C:22]3[CH:27]=[CH:26][CH:25]=[CH:24][C:23]=3[F:28])[CH:11]=2)=[O:7])=[CH:4][N:3]=1.[NH:31]1[CH2:36][CH2:35][S:34](=[O:38])(=[O:37])[CH2:33][CH2:32]1, predict the reaction product. The product is: [O:37]=[S:34]1(=[O:38])[CH2:35][CH2:36][N:31]([C:2]2[CH:30]=[CH:29][C:5]([C:6]([NH:8][CH2:9][C:10]3[C:19](=[O:20])[C:18]4[C:13](=[CH:14][C:15]([F:21])=[CH:16][CH:17]=4)[N:12]([C:22]4[CH:27]=[CH:26][CH:25]=[CH:24][C:23]=4[F:28])[CH:11]=3)=[O:7])=[CH:4][N:3]=2)[CH2:32][CH2:33]1. (4) The product is: [CH2:1]1[CH2:2][C:3]2[C:8](=[CH:7][CH:6]=[CH:5][CH:4]=2)[C@H:9]([OH:10])[CH2:11]1. Given the reactants [CH2:1]1[CH2:11][C:9](=[O:10])[C:8]2[C:3](=[CH:4][CH:5]=[CH:6][CH:7]=2)[CH2:2]1.[H][H], predict the reaction product. (5) Given the reactants CS([C:4]1[N:9]=[CH:8][C:7]2=[CH:10][CH:11]=[C:12]([C:13]3[CH:18]=[CH:17][CH:16]=[CH:15][C:14]=3[NH:19][S:20]([CH3:23])(=[O:22])=[O:21])[N:6]2[N:5]=1)=O.[CH3:24][N:25]1[C:29]2[CH:30]=[C:31]([NH2:34])[CH:32]=[CH:33][C:28]=2[N:27]=[CH:26]1, predict the reaction product. The product is: [CH3:24][N:25]1[C:29]2[CH:30]=[C:31]([NH:34][C:4]3[N:9]=[CH:8][C:7]4=[CH:10][CH:11]=[C:12]([C:13]5[CH:18]=[CH:17][CH:16]=[CH:15][C:14]=5[NH:19][S:20]([CH3:23])(=[O:22])=[O:21])[N:6]4[N:5]=3)[CH:32]=[CH:33][C:28]=2[N:27]=[CH:26]1.